From a dataset of Reaction yield outcomes from USPTO patents with 853,638 reactions. Predict the reaction yield, written as a fraction of the theoretical maximum amount of product (1.0 means a 100% yield; for example, 0.34 means a 34% yield). (1) The reactants are [CH:1]([C:3]1[CH:4]=[CH:5][C:6]([O:12][CH3:13])=[C:7](B(O)O)[CH:8]=1)=[O:2].Br[C:15]1[CH:20]=[CH:19][C:18]([F:21])=[C:17]([S:22]([CH3:25])(=[O:24])=[O:23])[CH:16]=1.C([O-])([O-])=O.[K+].[K+]. The catalyst is O1CCOCC1.O.C1C=CC([P]([Pd]([P](C2C=CC=CC=2)(C2C=CC=CC=2)C2C=CC=CC=2)([P](C2C=CC=CC=2)(C2C=CC=CC=2)C2C=CC=CC=2)[P](C2C=CC=CC=2)(C2C=CC=CC=2)C2C=CC=CC=2)(C2C=CC=CC=2)C2C=CC=CC=2)=CC=1. The product is [F:21][C:18]1[CH:19]=[CH:20][C:15]([C:7]2[CH:8]=[C:3]([CH:4]=[CH:5][C:6]=2[O:12][CH3:13])[CH:1]=[O:2])=[CH:16][C:17]=1[S:22]([CH3:25])(=[O:23])=[O:24]. The yield is 0.720. (2) The reactants are [CH2:1]([N:3]([CH2:23][CH2:24][CH2:25][CH2:26][CH2:27][CH2:28][OH:29])[C:4]1[CH:9]=[CH:8][C:7](/[N:10]=[N:11]/[C:12]2[CH:19]=[CH:18][C:17]([N+:20]([O-:22])=[O:21])=[CH:16][C:13]=2[C:14]#[N:15])=[CH:6][CH:5]=1)[CH3:2].[C:30](Cl)(=[O:33])[CH:31]=[CH2:32].C(OCC)(=O)C. The catalyst is C(Cl)Cl. The product is [C:30]([O:29][CH2:28][CH2:27][CH2:26][CH2:25][CH2:24][CH2:23][N:3]([C:4]1[CH:5]=[CH:6][C:7](/[N:10]=[N:11]/[C:12]2[CH:19]=[CH:18][C:17]([N+:20]([O-:22])=[O:21])=[CH:16][C:13]=2[C:14]#[N:15])=[CH:8][CH:9]=1)[CH2:1][CH3:2])(=[O:33])[CH:31]=[CH2:32]. The yield is 0.850. (3) The reactants are [O:1]1[CH:5]=[N:4][N:3]=[C:2]1[C:6]1[CH:7]=[C:8]([NH:12][C:13](=[O:21])[C:14]2[CH:19]=[C:18](Br)[CH:17]=[CH:16][N:15]=2)[CH:9]=[CH:10][CH:11]=1.[CH:22]1([C:25]2[CH:30]=[CH:29][C:28](B3OC(C)(C)C(C)(C)O3)=[CH:27][N:26]=2)[CH2:24][CH2:23]1.C(=O)([O-])[O-].[K+].[K+]. The catalyst is C1(C)C=CC=CC=1. The product is [O:1]1[CH:5]=[N:4][N:3]=[C:2]1[C:6]1[CH:7]=[C:8]([NH:12][C:13]([C:14]2[CH:19]=[C:18]([C:28]3[CH:27]=[N:26][C:25]([CH:22]4[CH2:24][CH2:23]4)=[CH:30][CH:29]=3)[CH:17]=[CH:16][N:15]=2)=[O:21])[CH:9]=[CH:10][CH:11]=1. The yield is 0.900. (4) The reactants are CCOC(/N=N/C(OCC)=O)=O.C1(P(C2C=CC=CC=2)C2C=CC=CC=2)C=CC=CC=1.[Br:32][C:33]1[CH:34]=[N:35][NH:36][CH:37]=1.[C:38]([O:42][C:43](=[O:49])[N:44]([CH2:46][CH2:47]O)[CH3:45])([CH3:41])([CH3:40])[CH3:39]. The catalyst is C1COCC1. The product is [C:38]([O:42][C:43](=[O:49])[N:44]([CH2:46][CH2:47][N:35]1[CH:34]=[C:33]([Br:32])[CH:37]=[N:36]1)[CH3:45])([CH3:41])([CH3:40])[CH3:39]. The yield is 0.870.